Dataset: Forward reaction prediction with 1.9M reactions from USPTO patents (1976-2016). Task: Predict the product of the given reaction. (1) Given the reactants [NH2:1][C:2]1[C:7]([CH:8]=O)=[C:6]([NH:10][CH:11]([C:13]2[CH:14]=[C:15]3[N:20]([C:21]=2[C:22]2[CH:27]=[CH:26][CH:25]=[CH:24][N:23]=2)[CH:19]=[CH:18][CH:17]=[CH:16]3)[CH3:12])[N:5]=[CH:4][N:3]=1.N1C=CC=CC=1.Cl.[NH2:35][OH:36], predict the reaction product. The product is: [OH:36]/[N:35]=[CH:8]/[C:7]1[C:6]([NH:10][CH:11]([C:13]2[CH:14]=[C:15]3[N:20]([C:21]=2[C:22]2[CH:27]=[CH:26][CH:25]=[CH:24][N:23]=2)[CH:19]=[CH:18][CH:17]=[CH:16]3)[CH3:12])=[N:5][CH:4]=[N:3][C:2]=1[NH2:1]. (2) Given the reactants C([O:3][C:4](=[O:24])[CH2:5][CH:6]1[O:10][B:9]([OH:11])[C:8]2[CH:12]=[C:13]([O:17][C:18]3[CH:23]=[N:22][CH:21]=[CH:20][N:19]=3)[CH:14]=[C:15]([F:16])[C:7]1=2)C.[OH-].[Li+].Cl, predict the reaction product. The product is: [F:16][C:15]1[C:7]2[CH:6]([CH2:5][C:4]([OH:24])=[O:3])[O:10][B:9]([OH:11])[C:8]=2[CH:12]=[C:13]([O:17][C:18]2[CH:23]=[N:22][CH:21]=[CH:20][N:19]=2)[CH:14]=1. (3) Given the reactants [F:1][C:2]1[C:7]([O:8][CH3:9])=[C:6]([N+:10]([O-])=O)[CH:5]=[CH:4][C:3]=1[O:13][CH3:14].[NH4+].[Cl-].O, predict the reaction product. The product is: [F:1][C:2]1[C:7]([O:8][CH3:9])=[C:6]([CH:5]=[CH:4][C:3]=1[O:13][CH3:14])[NH2:10]. (4) Given the reactants C([O:3][C:4](=[O:20])[C@@H:5]([O:18][CH3:19])[CH2:6][C:7]1[CH:12]=[CH:11][C:10]([O:13][CH2:14][CH2:15][CH2:16]Br)=[CH:9][CH:8]=1)C.[F:21][C:22]([F:31])([F:30])[C:23]1[CH:24]=[C:25]([OH:29])[CH:26]=[CH:27][CH:28]=1.C1(C2C=CC=CC=2)C=CC(OCCOC2C=CC(C[C@H](OC)C(O)=O)=CC=2)=CC=1, predict the reaction product. The product is: [CH3:19][O:18][C@@H:5]([CH2:6][C:7]1[CH:8]=[CH:9][C:10]([O:13][CH2:14][CH2:15][CH2:16][O:29][C:25]2[CH:26]=[CH:27][CH:28]=[C:23]([C:22]([F:21])([F:30])[F:31])[CH:24]=2)=[CH:11][CH:12]=1)[C:4]([OH:3])=[O:20]. (5) Given the reactants [C:1]1([C:3](=[CH:5][CH:6]=[CH:7][CH:8]=1)[OH:4])[OH:2].C/C(/O)=C/C(C)=O.C/C(/O)=C/C(C)=O.C/C(/O)=C/C(C)=O.[V:30], predict the reaction product. The product is: [C:1]1([C:3](=[CH:5][CH:6]=[CH:7][CH:8]=1)[O-:4])[O-:2].[V+5:30].[C:1]1([C:3](=[CH:5][CH:6]=[CH:7][CH:8]=1)[O-:4])[O-:2].[C:1]1([C:3](=[CH:5][CH:6]=[CH:7][CH:8]=1)[O-:4])[O-:2].[C:1]1([C:3](=[CH:5][CH:6]=[CH:7][CH:8]=1)[O-:4])[O-:2].[C:1]1([C:3](=[CH:5][CH:6]=[CH:7][CH:8]=1)[O-:4])[O-:2].[V+5:30].